Dataset: Forward reaction prediction with 1.9M reactions from USPTO patents (1976-2016). Task: Predict the product of the given reaction. (1) The product is: [F:26][C:20]1[CH:21]=[C:22]([I:25])[CH:23]=[CH:24][C:19]=1[NH:18][C:14]1[C:15]2[C:16](=[O:17])[C:7]([C:5]([OH:6])=[O:4])=[CH:8][N:9]([CH3:29])[C:10]=2[N:11]([CH3:28])[C:12](=[O:27])[CH:13]=1. Given the reactants [Li+].[OH-].C[O:4][C:5]([C:7]1[C:16](=[O:17])[C:15]2[C:14]([NH:18][C:19]3[CH:24]=[CH:23][C:22]([I:25])=[CH:21][C:20]=3[F:26])=[CH:13][C:12](=[O:27])[N:11]([CH3:28])[C:10]=2[N:9]([CH3:29])[CH:8]=1)=[O:6], predict the reaction product. (2) Given the reactants [C:1]([O:5][C:6]([N:8]([CH2:10][C:11]1[CH:12]=[C:13]([C:31]2[CH:36]=[CH:35][CH:34]=[CH:33][C:32]=2[F:37])[N:14]([S:16]([C:19]2[CH:20]=[C:21]([CH:28]=[CH:29][CH:30]=2)[O:22][CH2:23][C:24]([O:26]C)=O)(=[O:18])=[O:17])[CH:15]=1)[CH3:9])=[O:7])([CH3:4])([CH3:3])[CH3:2].[CH3:38][NH2:39], predict the reaction product. The product is: [F:37][C:32]1[CH:33]=[CH:34][CH:35]=[CH:36][C:31]=1[C:13]1[N:14]([S:16]([C:19]2[CH:30]=[CH:29][CH:28]=[C:21]([O:22][CH2:23][C:24]([NH:39][CH3:38])=[O:26])[CH:20]=2)(=[O:17])=[O:18])[CH:15]=[C:11]([CH2:10][N:8]([CH3:9])[C:6](=[O:7])[O:5][C:1]([CH3:3])([CH3:2])[CH3:4])[CH:12]=1. (3) Given the reactants Cl[C:2]1[N:3]=[CH:4][S:5][C:6]=1[CH:7]=[O:8].[Na+].[C:10]1([S:16]([O-:18])=[O:17])[CH:15]=[CH:14][CH:13]=[CH:12][CH:11]=1, predict the reaction product. The product is: [C:10]1([S:16]([C:2]2[N:3]=[CH:4][S:5][C:6]=2[CH:7]=[O:8])(=[O:18])=[O:17])[CH:15]=[CH:14][CH:13]=[CH:12][CH:11]=1. (4) Given the reactants [CH3:1][O:2][C:3]1[CH:8]=[C:7]([CH3:9])[NH:6][C:5](=[O:10])[C:4]=1[CH2:11][NH:12][C:13]([C:15]1[C:23]2[C:18](=[N:19][CH:20]=[CH:21][CH:22]=2)[N:17]([CH:24]([C:26]2[CH:27]=[C:28]([CH:33]=[CH:34][CH:35]=2)[C:29]([O:31]C)=O)[CH3:25])[C:16]=1[CH3:36])=[O:14].OCC1(OC[C@@H](O)[C@@H](O)[C@H]1O)O.C(O)C.[CH3:52][NH2:53], predict the reaction product. The product is: [CH3:1][O:2][C:3]1[CH:8]=[C:7]([CH3:9])[NH:6][C:5](=[O:10])[C:4]=1[CH2:11][NH:12][C:13]([C:15]1[C:23]2[C:18](=[N:19][CH:20]=[CH:21][CH:22]=2)[N:17]([CH:24]([C:26]2[CH:35]=[CH:34][CH:33]=[C:28]([C:29](=[O:31])[NH:53][CH3:52])[CH:27]=2)[CH3:25])[C:16]=1[CH3:36])=[O:14].